From a dataset of NCI-60 drug combinations with 297,098 pairs across 59 cell lines. Regression. Given two drug SMILES strings and cell line genomic features, predict the synergy score measuring deviation from expected non-interaction effect. (1) Drug 1: C1=CC=C(C=C1)NC(=O)CCCCCCC(=O)NO. Drug 2: C1CN(CCN1C(=O)CCBr)C(=O)CCBr. Cell line: OVCAR-5. Synergy scores: CSS=48.2, Synergy_ZIP=4.51, Synergy_Bliss=7.07, Synergy_Loewe=-23.3, Synergy_HSA=7.03. (2) Drug 1: CC1OCC2C(O1)C(C(C(O2)OC3C4COC(=O)C4C(C5=CC6=C(C=C35)OCO6)C7=CC(=C(C(=C7)OC)O)OC)O)O. Drug 2: C1CN(CCN1C(=O)CCBr)C(=O)CCBr. Cell line: SW-620. Synergy scores: CSS=48.9, Synergy_ZIP=-3.86, Synergy_Bliss=-1.50, Synergy_Loewe=-4.33, Synergy_HSA=1.04. (3) Drug 1: CC12CCC3C(C1CCC2O)C(CC4=C3C=CC(=C4)O)CCCCCCCCCS(=O)CCCC(C(F)(F)F)(F)F. Drug 2: C1C(C(OC1N2C=NC3=C2NC=NCC3O)CO)O. Cell line: OVCAR-8. Synergy scores: CSS=1.22, Synergy_ZIP=5.86, Synergy_Bliss=0.284, Synergy_Loewe=-0.0769, Synergy_HSA=-0.705. (4) Drug 1: CC1C(C(=O)NC(C(=O)N2CCCC2C(=O)N(CC(=O)N(C(C(=O)O1)C(C)C)C)C)C(C)C)NC(=O)C3=C4C(=C(C=C3)C)OC5=C(C(=O)C(=C(C5=N4)C(=O)NC6C(OC(=O)C(N(C(=O)CN(C(=O)C7CCCN7C(=O)C(NC6=O)C(C)C)C)C)C(C)C)C)N)C. Drug 2: CC1=C(C(=CC=C1)Cl)NC(=O)C2=CN=C(S2)NC3=CC(=NC(=N3)C)N4CCN(CC4)CCO. Cell line: SN12C. Synergy scores: CSS=2.60, Synergy_ZIP=-2.73, Synergy_Bliss=-1.34, Synergy_Loewe=-4.71, Synergy_HSA=-4.68.